Dataset: Forward reaction prediction with 1.9M reactions from USPTO patents (1976-2016). Task: Predict the product of the given reaction. (1) The product is: [Cl:1][C:2]1[C:7]([C:8]2[CH:13]=[CH:12][CH:11]=[CH:10][CH:9]=2)=[N:6][N:5]([CH2:22][C:23]2[CH:28]=[CH:27][C:26]([O:29][CH3:30])=[CH:25][CH:24]=2)[C:4](=[O:14])[CH:3]=1. Given the reactants [Cl:1][C:2]1[C:7]([C:8]2[CH:13]=[CH:12][CH:11]=[CH:10][CH:9]=2)=[N:6][NH:5][C:4](=[O:14])[CH:3]=1.C([O-])([O-])=O.[K+].[K+].Br[CH2:22][C:23]1[CH:28]=[CH:27][C:26]([O:29][CH3:30])=[CH:25][CH:24]=1.O, predict the reaction product. (2) Given the reactants Cl.[CH3:2][NH:3][CH3:4].[CH3:5][O:6][C:7]1[CH:8]=[C:9]2[C:14](=[CH:15][CH:16]=1)[C:13]([C:17]([OH:19])=O)=[N:12][C:11]([NH:20][C:21]1[CH:25]=[C:24]([CH3:26])[NH:23][N:22]=1)=[CH:10]2, predict the reaction product. The product is: [CH3:2][N:3]([CH3:4])[C:17]([C:13]1[C:14]2[C:9](=[CH:8][C:7]([O:6][CH3:5])=[CH:16][CH:15]=2)[CH:10]=[C:11]([NH:20][C:21]2[CH:25]=[C:24]([CH3:26])[NH:23][N:22]=2)[N:12]=1)=[O:19].